From a dataset of Catalyst prediction with 721,799 reactions and 888 catalyst types from USPTO. Predict which catalyst facilitates the given reaction. (1) Reactant: [CH3:1][CH:2]([OH:5])[CH2:3][CH3:4].[H-].[Na+].Cl[C:9]1[C:14]([CH:15]=[CH:16][C:17]([OH:19])=[O:18])=[CH:13][CH:12]=[C:11]([C:20]([F:23])([F:22])[F:21])[N:10]=1. Product: [CH:2]([O:5][C:9]1[C:14]([CH:15]=[CH:16][C:17]([OH:19])=[O:18])=[CH:13][CH:12]=[C:11]([C:20]([F:21])([F:23])[F:22])[N:10]=1)([CH2:3][CH3:4])[CH3:1]. The catalyst class is: 31. (2) Reactant: [CH3:1][C:2]1[C:3]([C:8]([OH:10])=O)=[N:4][CH:5]=[CH:6][CH:7]=1.S(Cl)(Cl)=O.[NH2:15][C:16]1[CH:21]=[CH:20][CH:19]=[CH:18][CH:17]=1. Product: [C:16]1([NH:15][C:8]([C:3]2[C:2]([CH3:1])=[CH:7][CH:6]=[CH:5][N:4]=2)=[O:10])[CH:21]=[CH:20][CH:19]=[CH:18][CH:17]=1. The catalyst class is: 4. (3) Product: [Cl:25][C:26]1[N:31]=[C:30]([NH:1][CH2:2][C@@H:3]2[C@H:8]([CH3:9])[CH2:7][CH2:6][CH2:5][N:4]2[C:10]([C:12]2[N:13]=[C:14]([CH3:24])[S:15][C:16]=2[C:17]2[CH:18]=[CH:19][C:20]([F:23])=[CH:21][CH:22]=2)=[O:11])[CH:29]=[CH:28][N:27]=1. Reactant: [NH2:1][CH2:2][C@@H:3]1[C@H:8]([CH3:9])[CH2:7][CH2:6][CH2:5][N:4]1[C:10]([C:12]1[N:13]=[C:14]([CH3:24])[S:15][C:16]=1[C:17]1[CH:22]=[CH:21][C:20]([F:23])=[CH:19][CH:18]=1)=[O:11].[Cl:25][C:26]1[N:31]=[C:30](Cl)[CH:29]=[CH:28][N:27]=1.C([O-])([O-])=O.[K+].[K+]. The catalyst class is: 44. (4) Reactant: [CH:1]([S:9]([O-:12])(=[O:11])=[O:10])=[CH:2][C:3]1[CH:8]=[CH:7][CH:6]=[CH:5][CH:4]=1.[Na+].[F:14][C:15]1[C:20]([CH:21]=[CH2:22])=[C:19]([F:23])[C:18]([F:24])=[C:17]([F:25])[C:16]=1[F:26].N(C(C)(C)C#N)=NC(C)(C)C#N. Product: [CH:1]([S:9]([O-:12])(=[O:10])=[O:11])=[CH:2][C:3]1[CH:8]=[CH:7][CH:6]=[CH:5][CH:4]=1.[F:14][C:15]1[C:20]([CH:21]=[CH2:22])=[C:19]([F:23])[C:18]([F:24])=[C:17]([F:25])[C:16]=1[F:26]. The catalyst class is: 16. (5) Reactant: [Cl:1][C:2]1[CH:7]=[CH:6][CH:5]=[CH:4][C:3]=1[O:8][CH3:9].Cl[CH2:11][CH2:12][C:13](Cl)=[O:14].S(=O)(=O)(O)O. Product: [Cl:1][C:2]1[CH:7]=[C:6]2[C:5]([CH2:11][CH2:12][C:13]2=[O:14])=[CH:4][C:3]=1[O:8][CH3:9]. The catalyst class is: 2. (6) Reactant: O.C1(C)C=CC(S(O)(=O)=O)=CC=1.[Cl-].[N:14]1[CH:19]=[CH:18][C:17]([N+:14]2[CH:19]=[CH:18][CH:17]=[CH:16][CH:15]=2)=[CH:16][CH:15]=1.[N+:26]([C:29]1[CH:30]=[C:31]([CH:33]=[CH:34][CH:35]=1)[NH2:32])([O-:28])=[O:27]. Product: [N+:26]([C:29]1[CH:30]=[C:31]([NH:32][C:17]2[CH:18]=[CH:19][N:14]=[CH:15][CH:16]=2)[CH:33]=[CH:34][CH:35]=1)([O-:28])=[O:27]. The catalyst class is: 48.